From a dataset of Peptide-MHC class I binding affinity with 185,985 pairs from IEDB/IMGT. Regression. Given a peptide amino acid sequence and an MHC pseudo amino acid sequence, predict their binding affinity value. This is MHC class I binding data. (1) The peptide sequence is LPMTVAAMGV. The MHC is HLA-B51:01 with pseudo-sequence HLA-B51:01. The binding affinity (normalized) is 0.404. (2) The peptide sequence is RVYEALYYV. The MHC is HLA-A02:02 with pseudo-sequence HLA-A02:02. The binding affinity (normalized) is 0.972.